Dataset: Catalyst prediction with 721,799 reactions and 888 catalyst types from USPTO. Task: Predict which catalyst facilitates the given reaction. (1) Reactant: [N:1]1([CH2:7][C:8]2[N:12]([C:13]3[CH:20]=[CH:19][C:16]([C:17]#[N:18])=[C:15]([C:21]([F:24])([F:23])[F:22])[CH:14]=3)[N:11]=[N:10][N:9]=2)[CH2:6][CH2:5][NH:4][CH2:3][CH2:2]1.C(N(CC)CC)C.[CH2:32]([S:35](Cl)(=[O:37])=[O:36])[CH2:33][CH3:34]. Product: [CH2:32]([S:35]([N:4]1[CH2:3][CH2:2][N:1]([CH2:7][C:8]2[N:12]([C:13]3[CH:20]=[CH:19][C:16]([C:17]#[N:18])=[C:15]([C:21]([F:24])([F:22])[F:23])[CH:14]=3)[N:11]=[N:10][N:9]=2)[CH2:6][CH2:5]1)(=[O:37])=[O:36])[CH2:33][CH3:34]. The catalyst class is: 2. (2) Reactant: [CH:1]1[C:13]2[CH:12]([CH2:14][O:15][C:16](=[O:37])[NH:17][C:18]3[CH:23]=[CH:22][C:21]([S:24][C:25]4[CH:30]=[CH:29][C:28]([C:31](Cl)=[O:32])=[CH:27][C:26]=4[N+:34]([O-:36])=[O:35])=[CH:20][CH:19]=3)[C:11]3[C:6](=[CH:7][CH:8]=[CH:9][CH:10]=3)[C:5]=2[CH:4]=[CH:3][CH:2]=1.[NH2:38][C:39]1[S:40][C:41]([C:44]([F:47])([F:46])[F:45])=[N:42][N:43]=1.C(N(C(C)C)CC)(C)C. Product: [CH:1]1[C:13]2[CH:12]([CH2:14][O:15][C:16](=[O:37])[NH:17][C:18]3[CH:23]=[CH:22][C:21]([S:24][C:25]4[CH:30]=[CH:29][C:28]([C:31](=[O:32])[NH:38][C:39]5[S:40][C:41]([C:44]([F:47])([F:46])[F:45])=[N:42][N:43]=5)=[CH:27][C:26]=4[N+:34]([O-:36])=[O:35])=[CH:20][CH:19]=3)[C:11]3[C:6](=[CH:7][CH:8]=[CH:9][CH:10]=3)[C:5]=2[CH:4]=[CH:3][CH:2]=1. The catalyst class is: 54. (3) Reactant: [Cl:1][C:2]1[N:3]=[C:4]([N:13]2[CH2:18][CH2:17][O:16][CH2:15][CH2:14]2)[C:5]2[S:10][C:9]([CH:11]=O)=[CH:8][C:6]=2[N:7]=1.[NH:19]1[CH2:24][CH2:23][CH:22]([C:25]([N:27]2[CH2:32][CH2:31][N:30]([C:33]([O:35][C:36]([CH3:39])([CH3:38])[CH3:37])=[O:34])[CH2:29][CH2:28]2)=[O:26])[CH2:21][CH2:20]1.C(OC)(OC)OC.[BH-](OC(C)=O)(OC(C)=O)OC(C)=O.[Na+]. Product: [Cl:1][C:2]1[N:3]=[C:4]([N:13]2[CH2:18][CH2:17][O:16][CH2:15][CH2:14]2)[C:5]2[S:10][C:9]([CH2:11][N:19]3[CH2:24][CH2:23][CH:22]([C:25]([N:27]4[CH2:28][CH2:29][N:30]([C:33]([O:35][C:36]([CH3:39])([CH3:38])[CH3:37])=[O:34])[CH2:31][CH2:32]4)=[O:26])[CH2:21][CH2:20]3)=[CH:8][C:6]=2[N:7]=1. The catalyst class is: 325. (4) Reactant: COC[O:4][C:5]1[CH:6]=[CH:7][C:8]2[C@@H:9]3[C@@H:17]([C@H:18]([CH2:22][CH2:23][CH2:24][CH2:25][O:26][CH2:27][CH2:28][O:29][CH2:30][CH2:31][O:32][CH2:33][CH2:34][O:35][CH2:36][CH2:37][O:38][CH2:39][C:40]([O:42]C(C)(C)C)=[O:41])[CH2:19][C:20]=2[CH:21]=1)[C@H:16]1[C@@:12]([CH3:51])([C@@H:13]([O:47]COC)[CH2:14][CH2:15]1)[CH2:11][CH2:10]3.Cl. Product: [OH:4][C:5]1[CH:6]=[CH:7][C:8]2[C@@H:9]3[C@@H:17]([C@H:18]([CH2:22][CH2:23][CH2:24][CH2:25][O:26][CH2:27][CH2:28][O:29][CH2:30][CH2:31][O:32][CH2:33][CH2:34][O:35][CH2:36][CH2:37][O:38][CH2:39][C:40]([OH:42])=[O:41])[CH2:19][C:20]=2[CH:21]=1)[C@H:16]1[C@@:12]([CH3:51])([C@@H:13]([OH:47])[CH2:14][CH2:15]1)[CH2:11][CH2:10]3. The catalyst class is: 1. (5) Reactant: [CH3:1][Si]([N-][Si](C)(C)C)(C)C.[K+].[Cl:11][C:12]1[CH:19]=[CH:18][C:17]([I:20])=[CH:16][C:13]=1[CH:14]=O.[NH4+].[Cl-]. Product: [Cl:11][C:12]1[CH:19]=[CH:18][C:17]([I:20])=[CH:16][C:13]=1[CH:14]=[CH2:1]. The catalyst class is: 1. (6) Reactant: [CH3:1][O:2][C:3]([C@H:5]1[CH2:8][C@H:7]([O:9]CC2C=CC=CC=2)[CH2:6]1)=[O:4]. Product: [CH3:1][O:2][C:3]([C@H:5]1[CH2:8][C@H:7]([OH:9])[CH2:6]1)=[O:4]. The catalyst class is: 19. (7) Reactant: [CH:1]1([N:7]2[CH2:13][C:12]([F:15])([F:14])[C:11](=[O:16])[N:10]([CH3:17])[C:9]3[CH:18]=[N:19][C:20]([NH:22][C:23]4[CH:37]=[CH:36][C:26]([C:27]([NH:29][N:30]5[CH2:35][CH2:34][NH:33][CH2:32][CH2:31]5)=[O:28])=[CH:25][C:24]=4[O:38][CH3:39])=[N:21][C:8]2=3)[CH2:6][CH2:5][CH2:4][CH2:3][CH2:2]1.[CH2:40](Br)[CH3:41].C(N(CC)C(C)C)(C)C. Product: [CH:1]1([N:7]2[CH2:13][C:12]([F:15])([F:14])[C:11](=[O:16])[N:10]([CH3:17])[C:9]3[CH:18]=[N:19][C:20]([NH:22][C:23]4[CH:37]=[CH:36][C:26]([C:27]([NH:29][N:30]5[CH2:35][CH2:34][N:33]([CH2:40][CH3:41])[CH2:32][CH2:31]5)=[O:28])=[CH:25][C:24]=4[O:38][CH3:39])=[N:21][C:8]2=3)[CH2:2][CH2:3][CH2:4][CH2:5][CH2:6]1. The catalyst class is: 3.